Dataset: Catalyst prediction with 721,799 reactions and 888 catalyst types from USPTO. Task: Predict which catalyst facilitates the given reaction. (1) Reactant: [NH:1]1[C:5]2=[N:6][CH:7]=[C:8]([O:10][C:11]3[CH:20]=[C:19]([N:21]4[CH2:26][CH2:25][N:24]([CH2:27][C:28]5[CH2:29][C:30]6([CH2:36][CH2:37][C:38]=5[C:39]5[CH:44]=[CH:43][C:42]([Cl:45])=[CH:41][CH:40]=5)[CH2:35][CH2:34][NH:33][CH2:32][CH2:31]6)[CH2:23][CH2:22]4)[CH:18]=[CH:17][C:12]=3[C:13]([O:15][CH3:16])=[O:14])[CH:9]=[C:4]2[CH:3]=[CH:2]1.[CH3:46][C:47]([CH3:49])=O.C(O[BH-](OC(=O)C)OC(=O)C)(=O)C.[Na+]. Product: [NH:1]1[C:5]2=[N:6][CH:7]=[C:8]([O:10][C:11]3[CH:20]=[C:19]([N:21]4[CH2:22][CH2:23][N:24]([CH2:27][C:28]5[CH2:29][C:30]6([CH2:36][CH2:37][C:38]=5[C:39]5[CH:40]=[CH:41][C:42]([Cl:45])=[CH:43][CH:44]=5)[CH2:31][CH2:32][N:33]([CH:47]([CH3:49])[CH3:46])[CH2:34][CH2:35]6)[CH2:25][CH2:26]4)[CH:18]=[CH:17][C:12]=3[C:13]([O:15][CH3:16])=[O:14])[CH:9]=[C:4]2[CH:3]=[CH:2]1. The catalyst class is: 96. (2) Reactant: C1(P(C2C=CC=CC=2)C2C=CC=CC=2)C=CC=CC=1.CCOC(/N=N/C(OCC)=O)=O.C(N(CC)CC)C.[C:39]1([CH:45]([OH:48])[CH2:46][CH3:47])[CH:44]=[CH:43][CH:42]=[CH:41][CH:40]=1.[Cl:49][C:50]1[CH:55]=[C:54]([Cl:56])[CH:53]=[CH:52][C:51]=1[C:57]1[N:58]2[N:65]=[C:64]([CH3:66])[C:63](O)=[C:59]2[O:60][C:61]=1[CH3:62].[Cl-].[NH4+]. Product: [Cl:49][C:50]1[CH:55]=[C:54]([Cl:56])[CH:53]=[CH:52][C:51]=1[C:57]1[N:58]2[N:65]=[C:64]([CH3:66])[C:63]([O:48][CH:45]([C:39]3[CH:44]=[CH:43][CH:42]=[CH:41][CH:40]=3)[CH2:46][CH3:47])=[C:59]2[O:60][C:61]=1[CH3:62]. The catalyst class is: 1. (3) Reactant: B(Br)(Br)Br.C([O:12][C:13]([C:15]1[CH:16]=[C:17]([CH:41]=[CH:42][C:43]=1[OH:44])[CH:18]=[C:19]1[S:23][C:22](=[O:24])[N:21]([CH2:25][C:26]2[CH:31]=[C:30]([C:32]([F:35])([F:34])[F:33])[CH:29]=[CH:28][C:27]=2[C:36]([F:39])([F:38])[F:37])[C:20]1=[O:40])=[O:14])C1C=CC=CC=1.O. Product: [C:13]([C:15]1[CH:16]=[C:17]([CH:41]=[CH:42][C:43]=1[OH:44])[CH:18]=[C:19]1[S:23][C:22](=[O:24])[N:21]([CH2:25][C:26]2[CH:31]=[C:30]([C:32]([F:33])([F:34])[F:35])[CH:29]=[CH:28][C:27]=2[C:36]([F:39])([F:38])[F:37])[C:20]1=[O:40])([OH:14])=[O:12]. The catalyst class is: 4. (4) Reactant: [F:1][C:2]1[CH:7]=[CH:6][C:5]([C@@H:8]2[N:13]([C@@H](C3C=CC=CC=3)CO)[C:12](=O)[CH2:11][CH2:10][CH2:9]2)=[CH:4][CH:3]=1. Product: [F:1][C:2]1[CH:3]=[CH:4][C:5]([C@H:8]2[CH2:9][CH2:10][CH2:11][CH2:12][NH:13]2)=[CH:6][CH:7]=1. The catalyst class is: 63. (5) Reactant: [CH3:1][S:2]([C:5]1[N:10]=[CH:9][C:8]([C:11]2[CH:25]=[CH:24][C:14]([O:15][CH:16]3[CH2:19][N:18]([CH2:20][C:21](O)=[O:22])[CH2:17]3)=[CH:13][CH:12]=2)=[CH:7][CH:6]=1)(=[O:4])=[O:3].S(Cl)(Cl)=O.C(N(CC)CC)C.O[NH:38][C:39](=[NH:44])[C:40]([CH3:43])([CH3:42])[CH3:41]. Product: [C:40]([C:39]1[N:44]=[C:21]([CH2:20][N:18]2[CH2:17][CH:16]([O:15][C:14]3[CH:24]=[CH:25][C:11]([C:8]4[CH:7]=[CH:6][C:5]([S:2]([CH3:1])(=[O:4])=[O:3])=[N:10][CH:9]=4)=[CH:12][CH:13]=3)[CH2:19]2)[O:22][N:38]=1)([CH3:43])([CH3:42])[CH3:41]. The catalyst class is: 825. (6) Reactant: [C:1]([NH2:9])(=[S:8])[C:2]1[CH:7]=[CH:6][N:5]=[CH:4][CH:3]=1.Cl[CH2:11][C:12]([C:14]1[CH2:18][CH:17]([C:19]2[CH:24]=[CH:23][CH:22]=[CH:21][CH:20]=2)[O:16][N:15]=1)=O. Product: [C:19]1([CH:17]2[O:16][N:15]=[C:14]([C:12]3[N:9]=[C:1]([C:2]4[CH:7]=[CH:6][N:5]=[CH:4][CH:3]=4)[S:8][CH:11]=3)[CH2:18]2)[CH:20]=[CH:21][CH:22]=[CH:23][CH:24]=1. The catalyst class is: 60.